Binary Classification. Given a drug SMILES string, predict its activity (active/inactive) in a high-throughput screening assay against a specified biological target. From a dataset of Cav3 T-type calcium channel HTS with 100,875 compounds. (1) The drug is S(=O)(=O)(NCc1occc1)c1c(sc(c1)C)C. The result is 0 (inactive). (2) The drug is S(=O)(=O)(N(C1CCCCC1)Cc1ncccc1)c1ccc(S(=O)(=O)NCC)cc1. The result is 0 (inactive). (3) The molecule is s1c(c(n2c(ccc2)C(=O)NC)cc1)C(OC)=O. The result is 0 (inactive). (4) The drug is Clc1cc(N(S(=O)(=O)C)CC(=O)NCCC)ccc1F. The result is 0 (inactive). (5) The drug is s1c(NC(=O)C)c(nc1N)c1ccccc1. The result is 0 (inactive).